This data is from Full USPTO retrosynthesis dataset with 1.9M reactions from patents (1976-2016). The task is: Predict the reactants needed to synthesize the given product. (1) The reactants are: [C:1]1(=[O:7])[CH2:6][CH2:5][CH2:4][CH:3]=[CH:2]1.[C:8]1(B(O)O)[CH:13]=[CH:12][CH:11]=[CH:10][CH:9]=1. Given the product [C:8]1([C@@H:3]2[CH2:4][CH2:5][CH2:6][C:1](=[O:7])[CH2:2]2)[CH:13]=[CH:12][CH:11]=[CH:10][CH:9]=1, predict the reactants needed to synthesize it. (2) Given the product [C:1]([C:3]1[CH:4]=[CH:5][C:6]([CH2:9][C:10]([NH:12][CH:13]2[CH2:18][CH2:17][N:16]([CH2:19][CH2:20][N:21]([C:22]3[CH:27]=[CH:26][CH:25]=[CH:24][CH:23]=3)[C:34]([CH:28]3[CH2:33][CH2:32][CH2:31][CH2:30][CH2:29]3)=[O:35])[CH2:15][CH2:14]2)=[O:11])=[CH:7][CH:8]=1)#[N:2], predict the reactants needed to synthesize it. The reactants are: [C:1]([C:3]1[CH:8]=[CH:7][C:6]([CH2:9][C:10]([NH:12][CH:13]2[CH2:18][CH2:17][N:16]([CH2:19][CH2:20][NH:21][C:22]3[CH:27]=[CH:26][CH:25]=[CH:24][CH:23]=3)[CH2:15][CH2:14]2)=[O:11])=[CH:5][CH:4]=1)#[N:2].[CH:28]1([C:34](Cl)=[O:35])[CH2:33][CH2:32][CH2:31][CH2:30][CH2:29]1. (3) Given the product [CH2:1]([O:8][C:9]1[CH:14]=[CH:13][C:12]([N:15]([CH2:26][C@H:27]([OH:29])[CH3:28])[C:16]([C:18]2[C:23]([Cl:24])=[N:22][CH:21]=[N:20][C:19]=2[Cl:25])=[O:17])=[CH:11][C:10]=1[F:37])[C:2]1[CH:7]=[CH:6][CH:5]=[CH:4][CH:3]=1, predict the reactants needed to synthesize it. The reactants are: [CH2:1]([O:8][C:9]1[CH:14]=[CH:13][C:12]([N:15]([CH2:26][C@H:27]([O:29][Si](C(C)(C)C)(C)C)[CH3:28])[C:16]([C:18]2[C:19]([Cl:25])=[N:20][CH:21]=[N:22][C:23]=2[Cl:24])=[O:17])=[CH:11][C:10]=1[F:37])[C:2]1[CH:7]=[CH:6][CH:5]=[CH:4][CH:3]=1. (4) Given the product [Cl:20][C:17]([F:19])([F:18])[O:16][C:13]1[CH:14]=[CH:15][C:10]([NH:9][C:7](=[O:8])[C:6]2[CH:21]=[C:2]([C:33]3[C:34]([O:36][CH3:37])=[N:35][C:30]([O:29][CH3:28])=[N:31][CH:32]=3)[C:3]([N:22]3[CH2:26][CH2:25][C@@H:24]([OH:27])[CH2:23]3)=[N:4][CH:5]=2)=[CH:11][CH:12]=1, predict the reactants needed to synthesize it. The reactants are: Br[C:2]1[C:3]([N:22]2[CH2:26][CH2:25][C@@H:24]([OH:27])[CH2:23]2)=[N:4][CH:5]=[C:6]([CH:21]=1)[C:7]([NH:9][C:10]1[CH:15]=[CH:14][C:13]([O:16][C:17]([Cl:20])([F:19])[F:18])=[CH:12][CH:11]=1)=[O:8].[CH3:28][O:29][C:30]1[N:35]=[C:34]([O:36][CH3:37])[C:33](B(O)O)=[CH:32][N:31]=1.[O-]P([O-])([O-])=O.[K+].[K+].[K+]. (5) Given the product [CH2:29]([O:30][C:31](=[O:32])[CH:33]=[CH:13][C:12]1[CH:15]=[CH:16][C:9]([O:8][CH2:7][CH2:6][CH2:5][O:4][C:3]2[C:2]([Cl:1])=[CH:20][C:19]([O:21][CH2:22][CH:23]=[C:24]([Cl:26])[Cl:25])=[CH:18][C:17]=2[Cl:27])=[CH:10][CH:11]=1)[CH3:28], predict the reactants needed to synthesize it. The reactants are: [Cl:1][C:2]1[CH:20]=[C:19]([O:21][CH2:22][CH:23]=[C:24]([Cl:26])[Cl:25])[CH:18]=[C:17]([Cl:27])[C:3]=1[O:4][CH2:5][CH2:6][CH2:7][O:8][C:9]1[CH:16]=[CH:15][C:12]([CH:13]=O)=[CH:11][CH:10]=1.[CH3:28][CH2:29][O:30][C:31]([CH2:33]P(OCC)(OCC)=O)=[O:32].C(N(C(C)C)C(C)C)C.[Cl-].[Li+]. (6) Given the product [Cl:28][C:22]1[C:23]([Cl:27])=[CH:24][CH:25]=[CH:26][C:21]=1[S:18]([NH:17][C:11]1[C:10]([O:8][CH2:7][C:2]2[CH:3]=[CH:4][CH:5]=[CH:6][N:1]=2)=[N:15][C:14]([CH3:16])=[CH:13][N:12]=1)(=[O:19])=[O:20], predict the reactants needed to synthesize it. The reactants are: [N:1]1[CH:6]=[CH:5][CH:4]=[CH:3][C:2]=1[CH2:7][OH:8].Br[C:10]1[C:11]([NH:17][S:18]([C:21]2[CH:26]=[CH:25][CH:24]=[C:23]([Cl:27])[C:22]=2[Cl:28])(=[O:20])=[O:19])=[N:12][CH:13]=[C:14]([CH3:16])[N:15]=1. (7) The reactants are: C[O:2][C:3]([C:5]1[S:9][C:8]([N:10]2[CH2:15][CH2:14][N:13]([C:16](=[O:24])[CH2:17][C:18]3[CH:23]=[CH:22][CH:21]=[CH:20][CH:19]=3)[CH2:12][CH2:11]2)=[N:7][CH:6]=1)=[O:4].Cl.NO.C[O-].[Na+].CO.Cl. Given the product [C:18]1([CH2:17][C:16]([N:13]2[CH2:14][CH2:15][N:10]([C:8]3[S:9][C:5]([C:3]([OH:4])=[O:2])=[CH:6][N:7]=3)[CH2:11][CH2:12]2)=[O:24])[CH:23]=[CH:22][CH:21]=[CH:20][CH:19]=1, predict the reactants needed to synthesize it. (8) Given the product [N:11]1[CH:16]=[CH:15][CH:14]=[C:13]2[CH2:17][CH2:18][CH2:19][CH2:20][C:21](=[O:22])[C:12]=12, predict the reactants needed to synthesize it. The reactants are: C(Cl)(=O)C(Cl)=O.CS(C)=O.[N:11]1[CH:16]=[CH:15][CH:14]=[C:13]2[CH2:17][CH2:18][CH2:19][CH2:20][CH:21]([OH:22])[C:12]=12.C(N(CC)CC)C. (9) Given the product [Cl:13][C:14]1[CH:22]=[C:21]([Cl:23])[CH:20]=[CH:19][C:15]=1[C:16]1[N:3]=[N:2][N:1]([CH2:4][C:5]2[CH:10]=[CH:9][C:8]([O:11][CH3:12])=[CH:7][CH:6]=2)[C:17]=1[NH2:18], predict the reactants needed to synthesize it. The reactants are: [N:1]([CH2:4][C:5]1[CH:10]=[CH:9][C:8]([O:11][CH3:12])=[CH:7][CH:6]=1)=[N+:2]=[N-:3].[Cl:13][C:14]1[CH:22]=[C:21]([Cl:23])[CH:20]=[CH:19][C:15]=1[CH2:16][C:17]#[N:18].C[O-].[Na+]. (10) Given the product [OH:10][C:6]1[CH:7]=[CH:8][N:9]2[C:13]([C:16]3[CH:21]=[CH:20][CH:19]=[CH:18][CH:17]=3)=[CH:14][N:1]=[C:2]2[C:3]=1[C:4]#[N:5], predict the reactants needed to synthesize it. The reactants are: [NH2:1][C:2]1[N:9]=[CH:8][CH:7]=[C:6]([O:10]C)[C:3]=1[C:4]#[N:5].Br[CH:13]([C:16]1[CH:21]=[CH:20][CH:19]=[CH:18][CH:17]=1)[CH:14]=O.